Dataset: Forward reaction prediction with 1.9M reactions from USPTO patents (1976-2016). Task: Predict the product of the given reaction. (1) Given the reactants [CH3:1][O:2][C:3]1[CH:8]=[CH:7][C:6]([CH3:9])=[CH:5][C:4]=1[CH:10]([CH:16]([CH3:18])[CH3:17])[CH2:11][CH2:12][C:13](N)=[O:14].[OH-:19].[Na+].O, predict the reaction product. The product is: [CH3:1][O:2][C:3]1[CH:8]=[CH:7][C:6]([CH3:9])=[CH:5][C:4]=1[CH:10]([CH:16]([CH3:18])[CH3:17])[CH2:11][CH2:12][C:13]([OH:19])=[O:14]. (2) Given the reactants [Si:1]([O:8][C@@H:9]1[C@H:13]([CH2:14][O:15][Si](C(C)(C)C)(C)C)[CH2:12][C@@H:11]([NH:23][C:24]2[CH:29]=[C:28]([NH:30][C@@H:31]3[C:39]4[C:34](=[CH:35][CH:36]=[CH:37][CH:38]=4)[CH2:33][C@@H:32]3[O:40][CH3:41])[N:27]=[CH:26][N:25]=2)[CH2:10]1)([C:4]([CH3:7])([CH3:6])[CH3:5])([CH3:3])[CH3:2].CC(O)=O, predict the reaction product. The product is: [Si:1]([O:8][C@@H:9]1[CH2:10][C@@H:11]([NH:23][C:24]2[CH:29]=[C:28]([NH:30][C@H:31]3[C:39]4[C:34](=[CH:35][CH:36]=[CH:37][CH:38]=4)[CH2:33][C@H:32]3[O:40][CH3:41])[N:27]=[CH:26][N:25]=2)[CH2:12][C@@H:13]1[CH2:14][OH:15])([C:4]([CH3:7])([CH3:5])[CH3:6])([CH3:3])[CH3:2]. (3) Given the reactants [C:1]1([S:7]([NH:10][C:11]([C:13]2[N:18]=[C:17]3[N:19]([CH2:23][C:24]4[CH:29]=[CH:28][C:27]([N+:30]([O-])=O)=[CH:26][C:25]=4[Cl:33])[C:20]([CH3:22])=[N:21][C:16]3=[CH:15][CH:14]=2)=[O:12])(=[O:9])=[O:8])[CH:6]=[CH:5][CH:4]=[CH:3][CH:2]=1.C(O)(=O)C, predict the reaction product. The product is: [NH2:30][C:27]1[CH:28]=[CH:29][C:24]([CH2:23][N:19]2[C:17]3=[N:18][C:13]([C:11](=[O:12])[NH:10][S:7]([C:1]4[CH:6]=[CH:5][CH:4]=[CH:3][CH:2]=4)(=[O:8])=[O:9])=[CH:14][CH:15]=[C:16]3[N:21]=[C:20]2[CH3:22])=[C:25]([Cl:33])[CH:26]=1. (4) Given the reactants CS(O[CH:6]1[CH2:11][CH2:10][N:9]([C:12]([O:14][C:15]([CH3:18])([CH3:17])[CH3:16])=[O:13])[CH2:8][CH2:7]1)(=O)=O.[F:19][C:20]([F:30])([F:29])[O:21][C:22]1[CH:27]=[CH:26][C:25]([SH:28])=[CH:24][CH:23]=1, predict the reaction product. The product is: [F:30][C:20]([F:19])([F:29])[O:21][C:22]1[CH:23]=[CH:24][C:25]([S:28][CH:6]2[CH2:7][CH2:8][N:9]([C:12]([O:14][C:15]([CH3:16])([CH3:17])[CH3:18])=[O:13])[CH2:10][CH2:11]2)=[CH:26][CH:27]=1. (5) Given the reactants C([S:4][CH:5]([CH2:9][C:10]1[CH:15]=[CH:14][C:13]([O:16][CH2:17][C:18]2[N:22]([CH3:23])[C:21]3[CH:24]=[C:25]([O:28][CH3:29])[CH:26]=[CH:27][C:20]=3[N:19]=2)=[CH:12][CH:11]=1)[C:6]([OH:8])=O)(=O)C.C([N:32](CC)CC)C.ClCCOC=O.N, predict the reaction product. The product is: [SH:4][CH:5]([CH2:9][C:10]1[CH:15]=[CH:14][C:13]([O:16][CH2:17][C:18]2[N:22]([CH3:23])[C:21]3[CH:24]=[C:25]([O:28][CH3:29])[CH:26]=[CH:27][C:20]=3[N:19]=2)=[CH:12][CH:11]=1)[C:6]([NH2:32])=[O:8]. (6) Given the reactants [Cl:1][C:2]1[CH:18]=[C:17]([Cl:19])[CH:16]=[CH:15][C:3]=1[CH2:4][NH:5][C:6]([N:8]1[CH2:11][C:10]2([CH2:14][NH:13][CH2:12]2)[CH2:9]1)=[O:7].C(N(CC)CC)C.[C:27](Cl)(=[O:34])[C:28]1[CH:33]=[CH:32][CH:31]=[CH:30][CH:29]=1, predict the reaction product. The product is: [Cl:1][C:2]1[CH:18]=[C:17]([Cl:19])[CH:16]=[CH:15][C:3]=1[CH2:4][NH:5][C:6]([N:8]1[CH2:11][C:10]2([CH2:14][N:13]([C:27](=[O:34])[C:28]3[CH:33]=[CH:32][CH:31]=[CH:30][CH:29]=3)[CH2:12]2)[CH2:9]1)=[O:7].